Dataset: Full USPTO retrosynthesis dataset with 1.9M reactions from patents (1976-2016). Task: Predict the reactants needed to synthesize the given product. (1) Given the product [F:22][C:19]1[CH:18]=[CH:17][C:16]([C:15]#[C:14][C:11]2[CH:12]=[CH:13][C:8]3[N:7]=[C:26]([C:27]4[CH:32]=[CH:31][CH:30]=[C:29]([C:33]5[CH:38]=[CH:37][CH:36]=[CH:35][N:34]=5)[CH:28]=4)[CH2:25][C:24](=[O:40])[NH:23][C:9]=3[CH:10]=2)=[CH:21][CH:20]=1, predict the reactants needed to synthesize it. The reactants are: C(OC(=O)[NH:7][C:8]1[CH:13]=[CH:12][C:11]([C:14]#[C:15][C:16]2[CH:21]=[CH:20][C:19]([F:22])=[CH:18][CH:17]=2)=[CH:10][C:9]=1[NH:23][C:24](=[O:40])[CH2:25][C:26](=O)[C:27]1[CH:32]=[CH:31][CH:30]=[C:29]([C:33]2[CH:38]=[CH:37][CH:36]=[CH:35][N:34]=2)[CH:28]=1)(C)(C)C.C(O)(C(F)(F)F)=O. (2) The reactants are: [C:1]([C:5]1[N:6]=[C:7]2[N:12]=[C:11]([C:13](O)=[O:14])[CH:10]=[CH:9][N:8]2[C:16]=1[CH2:17][CH:18]1[CH2:23][CH2:22][CH2:21][CH2:20][CH2:19]1)([CH3:4])([CH3:3])[CH3:2].[NH2:24][C:25]1[CH:30]=[CH:29][CH:28]=[CH:27][CH:26]=1. Given the product [C:1]([C:5]1[N:6]=[C:7]2[N:12]=[C:11]([C:13]([NH:24][C:25]3[CH:30]=[CH:29][CH:28]=[CH:27][CH:26]=3)=[O:14])[CH:10]=[CH:9][N:8]2[C:16]=1[CH2:17][CH:18]1[CH2:19][CH2:20][CH2:21][CH2:22][CH2:23]1)([CH3:4])([CH3:3])[CH3:2], predict the reactants needed to synthesize it. (3) Given the product [F:1][C:2]1[CH:11]=[C:10]2[C:5]([CH:6]=[C:7]([OH:17])[CH:8]=[N:9]2)=[CH:4][C:3]=1[O:13][CH3:14], predict the reactants needed to synthesize it. The reactants are: [F:1][C:2]1[CH:11]=[C:10]2[C:5]([CH:6]=[C:7](N)[CH:8]=[N:9]2)=[CH:4][C:3]=1[O:13][CH3:14].Cl.N([O-])=[O:17].[Na+].S(=O)(=O)(O)O.C(=O)([O-])O.[Na+]. (4) The reactants are: [NH2:1][C:2]1[CH:11]=[CH:10][C:5]([C:6]([O:8][CH3:9])=[O:7])=[C:4]([Cl:12])[C:3]=1[C:13]#[C:14][Si:15]([CH3:18])([CH3:17])[CH3:16].N[C:20]1C(CC)=CC(C(OC)=O)=C(Cl)[C:21]=1I.NC1C=CC(C(OC)=O)=C(Cl)C=1I.NC1C(I)=CC(C(OC)=O)=C(Cl)C=1. Given the product [NH2:1][C:2]1[C:11]([CH2:20][CH3:21])=[CH:10][C:5]([C:6]([O:8][CH3:9])=[O:7])=[C:4]([Cl:12])[C:3]=1[C:13]#[C:14][Si:15]([CH3:16])([CH3:18])[CH3:17], predict the reactants needed to synthesize it. (5) Given the product [F:17][C:18]1[CH:19]=[C:20]([C:24]2[N:29]=[CH:28][C:27]([NH:30][C:14](=[O:16])[CH2:13][C:10]3[CH:11]=[N:12][C:7]([N:4]4[CH2:3][CH2:2][S:1][CH2:6][CH2:5]4)=[CH:8][CH:9]=3)=[CH:26][CH:25]=2)[CH:21]=[CH:22][CH:23]=1, predict the reactants needed to synthesize it. The reactants are: [S:1]1[CH2:6][CH2:5][N:4]([C:7]2[N:12]=[CH:11][C:10]([CH2:13][C:14]([OH:16])=O)=[CH:9][CH:8]=2)[CH2:3][CH2:2]1.[F:17][C:18]1[CH:19]=[C:20]([C:24]2[N:29]=[CH:28][C:27]([NH2:30])=[CH:26][CH:25]=2)[CH:21]=[CH:22][CH:23]=1.CN(C(ON1N=NC2C=CC=NC1=2)=[N+](C)C)C.F[P-](F)(F)(F)(F)F.CCN(C(C)C)C(C)C.